From a dataset of Forward reaction prediction with 1.9M reactions from USPTO patents (1976-2016). Predict the product of the given reaction. Given the reactants [OH:1][C:2]1[N:10]=[CH:9][CH:8]=[CH:7][C:3]=1[C:4]([OH:6])=[O:5].O.[OH-].[K+].[Cl:14][C:15]1[CH:16]=[C:17]([CH:20]=[C:21]([Cl:23])[CH:22]=1)[CH2:18]Cl, predict the reaction product. The product is: [Cl:14][C:15]1[CH:16]=[C:17]([CH:20]=[C:21]([Cl:23])[CH:22]=1)[CH2:18][N:10]1[CH:9]=[CH:8][CH:7]=[C:3]([C:4]([OH:6])=[O:5])[C:2]1=[O:1].